Dataset: Forward reaction prediction with 1.9M reactions from USPTO patents (1976-2016). Task: Predict the product of the given reaction. (1) Given the reactants [C:1]([Si:5]([CH3:33])([CH3:32])[O:6][CH:7]([C:26]1[CH:31]=[CH:30][CH:29]=[CH:28][CH:27]=1)[C:8]([C:10]1[CH:25]=[CH:24][C:13]2[N:14]=[C:15](Cl)[N:16]([S:17]([CH:20]([CH3:22])[CH3:21])(=[O:19])=[O:18])[C:12]=2[CH:11]=1)=[O:9])([CH3:4])([CH3:3])[CH3:2].[CH2:34]([NH2:41])[C:35]1[CH:40]=[CH:39][CH:38]=[CH:37][CH:36]=1.O.C(Cl)Cl, predict the reaction product. The product is: [CH2:34]([NH:41][C:15]1[N:16]([S:17]([CH:20]([CH3:22])[CH3:21])(=[O:19])=[O:18])[C:12]2[CH:11]=[C:10]([C:8](=[O:9])[CH:7]([O:6][Si:5]([C:1]([CH3:4])([CH3:3])[CH3:2])([CH3:33])[CH3:32])[C:26]3[CH:31]=[CH:30][CH:29]=[CH:28][CH:27]=3)[CH:25]=[CH:24][C:13]=2[N:14]=1)[C:35]1[CH:40]=[CH:39][CH:38]=[CH:37][CH:36]=1. (2) Given the reactants FC(F)(F)C(OC(=O)C(F)(F)F)=[O:4].[F:14][C:15]1[CH:16]=[C:17]([N:29]2[CH2:33][C@H:32]([CH2:34][NH:35][C:36](=[O:38])[CH3:37])[O:31][C:30]2=[O:39])[CH:18]=[C:19]([F:28])[C:20]=1[CH:21]1[CH2:26][CH2:25][S:24](=[O:27])[CH2:23][CH2:22]1.CN1CCOCC1, predict the reaction product. The product is: [O:27]=[S:24]1(=[O:4])[CH:25]=[CH:26][CH:21]([C:20]2[C:19]([F:28])=[CH:18][C:17]([N:29]3[CH2:33][C@H:32]([CH2:34][NH:35][C:36](=[O:38])[CH3:37])[O:31][C:30]3=[O:39])=[CH:16][C:15]=2[F:14])[CH2:22][CH2:23]1. (3) The product is: [N:1]1[CH:6]=[CH:5][CH:4]=[CH:3][C:2]=1[C:7]#[C:8][CH2:9][CH2:10][N:13]1[N:14]=[CH:15][C:16]2[C:21](=[CH:20][CH:19]=[CH:18][CH:17]=2)[C:12]1=[O:22]. Given the reactants [N:1]1[CH:6]=[CH:5][CH:4]=[CH:3][C:2]=1[C:7]#[C:8][CH2:9][CH2:10]O.[C:12]1(=[O:22])[C:21]2[C:16](=[CH:17][CH:18]=[CH:19][CH:20]=2)[CH:15]=[N:14][NH:13]1, predict the reaction product. (4) The product is: [Br:1][C:2]1[C:12]([O:13][CH2:14][C:15]([N:17]([CH2:21][CH2:22][CH3:23])[CH2:18][CH2:19][CH3:20])=[O:16])=[C:11]([Br:24])[CH:10]=[CH:9][C:3]=1[C:4]([OH:6])=[O:5]. Given the reactants [Br:1][C:2]1[C:12]([O:13][CH2:14][C:15]([N:17]([CH2:21][CH2:22][CH3:23])[CH2:18][CH2:19][CH3:20])=[O:16])=[C:11]([Br:24])[CH:10]=[CH:9][C:3]=1[C:4]([O:6]CC)=[O:5].[OH-].[Na+].Cl, predict the reaction product. (5) The product is: [S:1]1[C:5]2[CH:6]=[CH:7][CH:8]=[CH:9][C:4]=2[C:3]([CH2:10][CH2:11][C:12]([Cl:17])=[O:14])=[CH:2]1. Given the reactants [S:1]1[C:5]2[CH:6]=[CH:7][CH:8]=[CH:9][C:4]=2[C:3]([CH2:10][CH2:11][C:12]([OH:14])=O)=[CH:2]1.S(Cl)([Cl:17])=O, predict the reaction product. (6) The product is: [C:1]([O:5][C:6](=[O:18])[NH:7][C@@H:8]([C:12]1[CH:17]=[CH:16][CH:15]=[CH:14][CH:13]=1)[CH:9]([OH:11])[CH3:10])([CH3:2])([CH3:3])[CH3:4]. Given the reactants [C:1]([O:5][C:6](=[O:18])[NH:7][C@@H:8]([C:12]1[CH:17]=[CH:16][CH:15]=[CH:14][CH:13]=1)[C:9](=[O:11])[CH3:10])([CH3:4])([CH3:3])[CH3:2].[BH4-].[Na+], predict the reaction product. (7) Given the reactants [CH:1]1[C:6]([O:7][CH2:8][C:9]([F:12])([F:11])[F:10])=[CH:5][C:4](C(NCC2NCCCC2)=O)=[C:3]([O:23][CH2:24][C:25]([F:28])([F:27])[F:26])[CH:2]=1.[F:29][C:30]([F:49])([F:48])[CH2:31][O:32][C:33]1[CH:41]=[CH:40][C:39]([O:42][CH2:43][C:44]([F:47])([F:46])[F:45])=[CH:38][C:34]=1[C:35]([OH:37])=[O:36].BrC1C=CC(Br)=CC=1.F[C:59](F)(F)[CH2:60][O:61]C1C=CC(OCC(F)(F)F)=CC=1.FC(F)(F)CO.BrC1C=CC=CC=1Br, predict the reaction product. The product is: [F:29][C:30]([F:48])([F:49])[CH2:31][O:32][C:33]1[CH:41]=[CH:40][C:39]([O:42][CH2:43][C:44]([F:47])([F:46])[F:45])=[CH:38][C:34]=1[C:35]([OH:37])=[O:36].[CH3:59][C:60]([C:4]1[CH:5]=[C:6]([O:7][CH2:8][C:9]([F:11])([F:12])[F:10])[CH:1]=[CH:2][C:3]=1[O:23][CH2:24][C:25]([F:28])([F:27])[F:26])=[O:61]. (8) Given the reactants [Br:1][C:2]1[CH:3]=[C:4]([C:8]2[CH:16]=[CH:15][CH:14]=[C:13]3[C:9]=2[CH2:10][C:11](=[O:17])[NH:12]3)[CH:5]=[CH:6][CH:7]=1.[CH3:18][C@H:19]1[NH:24][C@@H:23]([CH3:25])[CH2:22][N:21]([C:26]([C:28]2[C:29]([CH3:36])=[C:30]([CH:34]=O)[NH:31][C:32]=2[CH3:33])=[O:27])[CH2:20]1, predict the reaction product. The product is: [Br:1][C:2]1[CH:3]=[C:4]([C:8]2[CH:16]=[CH:15][CH:14]=[C:13]3[C:9]=2[C:10](=[CH:34][C:30]2[NH:31][C:32]([CH3:33])=[C:28]([C:26]([N:21]4[CH2:20][C@H:19]([CH3:18])[NH:24][C@H:23]([CH3:25])[CH2:22]4)=[O:27])[C:29]=2[CH3:36])[C:11](=[O:17])[NH:12]3)[CH:5]=[CH:6][CH:7]=1.